From a dataset of Forward reaction prediction with 1.9M reactions from USPTO patents (1976-2016). Predict the product of the given reaction. Given the reactants C[O:2][C:3](=[O:13])[C:4]1[CH:9]=[CH:8][C:7]([CH:10]([OH:12])[CH3:11])=[CH:6][CH:5]=1.[OH-].[K+], predict the reaction product. The product is: [OH:12][CH:10]([C:7]1[CH:8]=[CH:9][C:4]([C:3]([OH:13])=[O:2])=[CH:5][CH:6]=1)[CH3:11].